From a dataset of Full USPTO retrosynthesis dataset with 1.9M reactions from patents (1976-2016). Predict the reactants needed to synthesize the given product. Given the product [CH3:3][C:2]1[NH:4][C:25](=[O:26])[C:24]([CH2:23][C:20]2[CH:21]=[CH:22][C:17]([C:12]3[C:11]([C:9]#[N:10])=[CH:16][CH:15]=[CH:14][CH:13]=3)=[CH:18][CH:19]=2)=[C:30]([CH2:31][CH2:32][CH3:33])[N:5]=1, predict the reactants needed to synthesize it. The reactants are: Cl.[C:2]([NH2:5])(=[NH:4])[CH3:3].C[O-].[Na+].[C:9]([C:11]1[CH:16]=[CH:15][CH:14]=[CH:13][C:12]=1[C:17]1[CH:22]=[CH:21][C:20]([CH2:23][CH:24]([C:30](=O)[CH2:31][CH2:32][CH3:33])[C:25](OCC)=[O:26])=[CH:19][CH:18]=1)#[N:10].[Cl-].[NH4+].